From a dataset of CYP2C9 inhibition data for predicting drug metabolism from PubChem BioAssay. Regression/Classification. Given a drug SMILES string, predict its absorption, distribution, metabolism, or excretion properties. Task type varies by dataset: regression for continuous measurements (e.g., permeability, clearance, half-life) or binary classification for categorical outcomes (e.g., BBB penetration, CYP inhibition). Dataset: cyp2c9_veith. (1) The drug is O=c1c(CCc2ccccc2)nc2cncnc2n1Cc1ccccc1. The result is 1 (inhibitor). (2) The molecule is CCCC(C(=O)Nc1nccs1)c1ccccc1. The result is 1 (inhibitor). (3) The molecule is COc1ncc2nc(-c3ccc(Cl)cc3)c(=O)n(CCC#N)c2n1. The result is 0 (non-inhibitor).